This data is from Kir2.1 potassium channel HTS with 301,493 compounds. The task is: Binary Classification. Given a drug SMILES string, predict its activity (active/inactive) in a high-throughput screening assay against a specified biological target. The compound is O(C(=O)c1[nH]nc(c2c(n(nc2C)c2ccccc2)C)c1)C. The result is 0 (inactive).